Dataset: Reaction yield outcomes from USPTO patents with 853,638 reactions. Task: Predict the reaction yield, written as a fraction of the theoretical maximum amount of product (1.0 means a 100% yield; for example, 0.34 means a 34% yield). (1) The yield is 0.860. The reactants are [NH2:1][C:2]([CH:14]1[CH2:16][CH:15]1[OH:17])([C:6]1[CH:11]=[CH:10][CH:9]=[C:8]([F:12])[C:7]=1[CH3:13])[CH:3]([F:5])[F:4].[C:18]([N:26]=[C:27]=S)(=[O:25])[C:19]1[CH:24]=[CH:23][CH:22]=[CH:21][CH:20]=1.C(N(C(C)C)CC)(C)C.Cl.CN(C)CCCN=C=NCC. The catalyst is C1COCC1.ClCCl.O. The product is [F:5][CH:3]([F:4])[C:2]1([C:6]2[CH:11]=[CH:10][CH:9]=[C:8]([F:12])[C:7]=2[CH3:13])[CH:14]2[CH:15]([CH2:16]2)[O:17][C:27]([NH:26][C:18](=[O:25])[C:19]2[CH:24]=[CH:23][CH:22]=[CH:21][CH:20]=2)=[N:1]1. (2) The reactants are [N+:1]([C:4]1[CH:9]=[CH:8][C:7]([C@@H:10]([CH3:13])[CH2:11][NH2:12])=[CH:6][CH:5]=1)([O-:3])=[O:2].C(N(CC)CC)C.[CH:21]([S:24](Cl)(=[O:26])=[O:25])([CH3:23])[CH3:22]. The catalyst is C(Cl)Cl. The product is [N+:1]([C:4]1[CH:5]=[CH:6][C:7]([C@@H:10]([CH3:13])[CH2:11][NH:12][S:24]([CH:21]([CH3:23])[CH3:22])(=[O:26])=[O:25])=[CH:8][CH:9]=1)([O-:3])=[O:2]. The yield is 0.970. (3) The reactants are [CH2:1]([N:3]([CH2:20][CH3:21])[CH2:4][CH2:5][NH:6]C(C1C=CC2C(=CC=C(I)C=2)C=1)=O)[CH3:2].[I:22][C:23]1[CH:32]=[CH:31][CH:30]=[C:29]2[C:24]=1[CH:25]=[C:26]([C:33]([O:35]C)=O)[N:27]=[CH:28]2.[K+].[Br-].Cl.Cl.C(N(CC)CCNC(=O)C1C=CC(I)=NC=1)C. The catalyst is ClCCl.C(O)C. The product is [CH2:1]([N:3]([CH2:20][CH3:21])[CH2:4][CH2:5][NH:6][C:33]([C:26]1[N:27]=[CH:28][C:29]2[C:24]([CH:25]=1)=[C:23]([I:22])[CH:32]=[CH:31][CH:30]=2)=[O:35])[CH3:2]. The yield is 0.720. (4) The yield is 0.580. The reactants are [Cl:1][C:2]1[N:7]=[CH:6][C:5](B(O)O)=[CH:4][N:3]=1.C(=O)([O-])[O-].[Na+].[Na+].O.[CH2:18](Br)[C:19]1[CH:24]=[CH:23][CH:22]=[CH:21][CH:20]=1. The product is [CH2:18]([C:5]1[CH:4]=[N:3][C:2]([Cl:1])=[N:7][CH:6]=1)[C:19]1[CH:24]=[CH:23][CH:22]=[CH:21][CH:20]=1. The catalyst is C(OCC)(=O)C.C1C=CC(P(C2C=CC=CC=2)C2C=CC=CC=2)=CC=1.C1C=CC(P(C2C=CC=CC=2)C2C=CC=CC=2)=CC=1.Cl[Pd]Cl.O1CCOCC1. (5) The reactants are [ClH:1].C([N:9]1[C:13]2([CH2:17][CH2:16][N:15]([C:18]3[CH:19]=[N:20][CH:21]=[CH:22][CH:23]=3)[CH2:14]2)[CH2:12][CH2:11][CH2:10]1)C1C=CC=CC=1. The catalyst is [Pd].CO. The product is [ClH:1].[ClH:1].[N:20]1[CH:21]=[CH:22][CH:23]=[C:18]([N:15]2[CH2:16][CH2:17][C:13]3([NH:9][CH2:10][CH2:11][CH2:12]3)[CH2:14]2)[CH:19]=1. The yield is 0.882.